This data is from Full USPTO retrosynthesis dataset with 1.9M reactions from patents (1976-2016). The task is: Predict the reactants needed to synthesize the given product. (1) Given the product [Si:27]([O:26][CH2:25][C@@H:24]([N:6]1[C@H:7]([C:17]2[CH:18]=[CH:19][C:20]([Cl:23])=[CH:21][CH:22]=2)[C@@H:8]([C:10]2[CH:15]=[CH:14][CH:13]=[C:12]([Cl:16])[CH:11]=2)[CH2:9][C@@:4]([CH2:73][C:71]([OH:70])=[O:72])([CH3:1])[C:5]1=[O:47])[CH:44]1[CH2:45][CH2:46]1)([C:40]([CH3:42])([CH3:43])[CH3:41])([C:28]1[CH:33]=[CH:32][CH:31]=[CH:30][CH:29]=1)[C:34]1[CH:39]=[CH:38][CH:37]=[CH:36][CH:35]=1, predict the reactants needed to synthesize it. The reactants are: [CH2:1]([C@@:4]1(C)[CH2:9][C@H:8]([C:10]2[CH:15]=[CH:14][CH:13]=[C:12]([Cl:16])[CH:11]=2)[C@@H:7]([C:17]2[CH:22]=[CH:21][C:20]([Cl:23])=[CH:19][CH:18]=2)[N:6]([C@@H:24]([CH:44]2[CH2:46][CH2:45]2)[CH2:25][O:26][Si:27]([C:40]([CH3:43])([CH3:42])[CH3:41])([C:34]2[CH:39]=[CH:38][CH:37]=[CH:36][CH:35]=2)[C:28]2[CH:33]=[CH:32][CH:31]=[CH:30][CH:29]=2)[C:5]1=[O:47])C=C.I([O-])(=O)(=O)=O.[Na+].C(O)(=O)CC(CC(O)=O)(C(O)=O)O.CC[O:70][C:71]([CH3:73])=[O:72]. (2) Given the product [F:1][C:2]1[CH:7]=[CH:6][C:5]([N:8]([CH2:9][C:10]2[S:14][C:13]([N:15]3[CH2:19][CH2:18][CH2:17][CH2:16]3)=[N:12][CH:11]=2)[C:29](=[O:30])[C:28]([CH3:33])([CH3:32])[CH3:27])=[CH:4][CH:3]=1, predict the reactants needed to synthesize it. The reactants are: [F:1][C:2]1[CH:7]=[CH:6][C:5]([NH:8][CH2:9][C:10]2[S:14][C:13]([N:15]3[CH2:19][CH2:18][CH2:17][CH2:16]3)=[N:12][CH:11]=2)=[CH:4][CH:3]=1.C(N(CC)CC)C.[CH3:27][C:28]([CH3:33])([CH3:32])[C:29](Cl)=[O:30]. (3) Given the product [F:1][C:2]1[CH:7]=[CH:6][C:5]([N:8]2[C:12]3[CH:13]=[C:14]4[C@:19]([CH:21]=[O:22])([CH2:20][C:11]=3[CH:10]=[N:9]2)[CH2:18][N:17]([S:25]([C:28]2[CH:29]=[CH:30][C:31]([C:34]([F:37])([F:35])[F:36])=[CH:32][CH:33]=2)(=[O:27])=[O:26])[CH2:16][CH2:15]4)=[CH:4][CH:3]=1, predict the reactants needed to synthesize it. The reactants are: [F:1][C:2]1[CH:7]=[CH:6][C:5]([N:8]2[C:12]3[CH:13]=[C:14]4[C@:19]([C:21](OC)=[O:22])([CH2:20][C:11]=3[CH:10]=[N:9]2)[CH2:18][N:17]([S:25]([C:28]2[CH:33]=[CH:32][C:31]([C:34]([F:37])([F:36])[F:35])=[CH:30][CH:29]=2)(=[O:27])=[O:26])[CH2:16][CH2:15]4)=[CH:4][CH:3]=1.[H-].C([Al+]CC(C)C)C(C)C.C(=O)(O)[O-].[Na+].S([O-])([O-])(=O)=O.[Na+].[Na+]. (4) Given the product [Cl:25][C:26]1[N:31]=[C:30]([N:32]2[C:36]([CH3:37])=[CH:35][C:34]([CH3:38])=[N:33]2)[N:29]=[C:28]([NH:39][C:40](=[O:48])[CH2:41][N:42]2[CH2:47][CH2:46][CH2:44][CH2:43]2)[CH:27]=1, predict the reactants needed to synthesize it. The reactants are: ClCC(NC1C=C(Cl)N=C(N2C(C)=CC(C)=N2)N=1)=O.N1CCCC1.[Cl:25][C:26]1[N:31]=[C:30]([N:32]2[C:36]([CH3:37])=[CH:35][C:34]([CH3:38])=[N:33]2)[N:29]=[C:28]([NH:39][C:40](=[O:48])[CH2:41][N:42]2[CH2:47][CH2:46]O[CH2:44][CH2:43]2)[CH:27]=1. (5) Given the product [F:28][C:29]([F:42])([F:41])[S:30]([O:17][C:15]1[CH:14]=[CH:13][C:12]([Cl:18])=[C:11]([O:10][C:8]2[CH:7]=[C:4]([C:5]#[N:6])[CH:3]=[C:2]([Cl:1])[CH:9]=2)[CH:16]=1)(=[O:32])=[O:31], predict the reactants needed to synthesize it. The reactants are: [Cl:1][C:2]1[CH:3]=[C:4]([CH:7]=[C:8]([O:10][C:11]2[CH:16]=[C:15]([OH:17])[CH:14]=[CH:13][C:12]=2[Cl:18])[CH:9]=1)[C:5]#[N:6].C(N(C(C)C)CC)(C)C.[F:28][C:29]([F:42])([F:41])[S:30](O[S:30]([C:29]([F:42])([F:41])[F:28])(=[O:32])=[O:31])(=[O:32])=[O:31]. (6) Given the product [C:14]1([C:7]2[N:8]3[CH:13]=[CH:12][CH:11]=[CH:10][C:9]3=[C:5]([C:3]([OH:26])=[O:4])[N:6]=2)[C:23]2[C:18](=[CH:19][CH:20]=[CH:21][CH:22]=2)[CH:17]=[CH:16][CH:15]=1, predict the reactants needed to synthesize it. The reactants are: FC(F)(F)[C:3]([C:5]1[N:6]=[C:7]([C:14]2[C:23]3[C:18](=[CH:19][CH:20]=[CH:21][CH:22]=3)[CH:17]=[CH:16][CH:15]=2)[N:8]2[CH:13]=[CH:12][CH:11]=[CH:10][C:9]=12)=[O:4].[OH-:26].[K+]. (7) The reactants are: C([NH:8][C@@H:9]([C@@H:13]([O:15][CH3:16])[CH3:14])[C:10](O)=O)(OC(C)(C)C)=O.[C:17]([C:21]1[CH:26]=[CH:25][C:24]([NH2:27])=[C:23]([NH2:28])[CH:22]=1)([CH3:20])([CH3:19])[CH3:18]. Given the product [C:17]([C:21]1[CH:26]=[CH:25][C:24]2[NH:27][C:10]([C@@H:9]([NH2:8])[C@@H:13]([O:15][CH3:16])[CH3:14])=[N:28][C:23]=2[CH:22]=1)([CH3:20])([CH3:18])[CH3:19], predict the reactants needed to synthesize it. (8) Given the product [CH3:19][O:20][CH2:21][C@@H:22]1[CH2:26][CH2:25][CH2:24][N:23]1[C:14]([C:10]1[CH:11]=[N:12][O:13][C:9]=1[C:6]1[CH:5]=[CH:4][C:3]([C:2]([F:1])([F:18])[F:17])=[CH:8][CH:7]=1)=[O:16], predict the reactants needed to synthesize it. The reactants are: [F:1][C:2]([F:18])([F:17])[C:3]1[CH:8]=[CH:7][C:6]([C:9]2[O:13][N:12]=[CH:11][C:10]=2[C:14]([OH:16])=O)=[CH:5][CH:4]=1.[CH3:19][O:20][CH2:21][C@@H:22]1[CH2:26][CH2:25][CH2:24][NH:23]1. (9) The reactants are: [C:1]([O:5][C:6]([N:8]1[CH2:13][CH2:12][NH:11][CH2:10][CH2:9]1)=[O:7])([CH3:4])([CH3:3])[CH3:2].[F:14][C:15]1[CH:16]=[C:17]([N+:22]([O-:24])=[O:23])[CH:18]=[CH:19][C:20]=1F.C([O-])([O-])=O.[K+].[K+]. Given the product [C:1]([O:5][C:6]([N:8]1[CH2:13][CH2:12][N:11]([C:20]2[CH:19]=[CH:18][C:17]([N+:22]([O-:24])=[O:23])=[CH:16][C:15]=2[F:14])[CH2:10][CH2:9]1)=[O:7])([CH3:4])([CH3:2])[CH3:3], predict the reactants needed to synthesize it. (10) The reactants are: [C:1]([OH:9])(=O)[C:2]1[CH:7]=[CH:6][CH:5]=[N:4][CH:3]=1.C1CN([P+](ON2N=NC3C=CC=CC2=3)(N2CCCC2)N2CCCC2)CC1.F[P-](F)(F)(F)(F)F.C([O:46][C@H:47]1[CH2:52][CH2:51][C@@:50]([C@H:54]2[CH2:62][CH2:61][C@@:60]3([CH3:63])[C@@H:56]([CH2:57][CH2:58][C:59]3=[CH2:64])[C@@H:55]2[CH2:65][NH2:66])([CH3:53])[C@@H:49]([CH2:67][OH:68])[CH2:48]1)(=O)C.CCN(C(C)C)C(C)C. Given the product [OH:46][C@H:47]1[CH2:52][CH2:51][C@@:50]([C@H:54]2[CH2:62][CH2:61][C@@:60]3([CH3:63])[C@@H:56]([CH2:57][CH2:58][C:59]3=[CH2:64])[C@@H:55]2[CH2:65][NH:66][C:1](=[O:9])[C:2]2[CH:7]=[CH:6][CH:5]=[N:4][CH:3]=2)([CH3:53])[C@@H:49]([CH2:67][OH:68])[CH2:48]1, predict the reactants needed to synthesize it.